From a dataset of Reaction yield outcomes from USPTO patents with 853,638 reactions. Predict the reaction yield, written as a fraction of the theoretical maximum amount of product (1.0 means a 100% yield; for example, 0.34 means a 34% yield). (1) The reactants are F[C:2]1[CH:7]=[CH:6][N:5]2[C:8]([C:11]([NH:13][C:14]3[CH:22]=[CH:21][CH:20]=[C:19]4[C:15]=3[C:16]([CH3:33])=[N:17][N:18]4[CH2:23][C:24]3[CH:29]=[CH:28][CH:27]=[C:26]([CH:30]([CH3:32])[CH3:31])[N:25]=3)=[O:12])=[CH:9][N:10]=[C:4]2[CH:3]=1.[CH3:34][C@@H:35]1[N:40]([CH3:41])[CH2:39][CH2:38][N:37]([CH2:42][CH2:43][OH:44])[CH2:36]1.O1CCN(CCO)C[CH2:46]1. No catalyst specified. The product is [C:30]([C:26]1[N:25]=[C:24]([CH2:23][N:18]2[C:19]3[C:15](=[C:14]([NH:13][C:11]([C:8]4[N:5]5[CH:6]=[CH:7][C:2]([O:44][CH2:43][CH2:42][N:37]6[CH2:38][CH2:39][N:40]([CH3:41])[CH:35]([CH3:34])[CH2:36]6)=[CH:3][C:4]5=[N:10][CH:9]=4)=[O:12])[CH:22]=[CH:21][CH:20]=3)[C:16]([CH3:33])=[N:17]2)[CH:29]=[CH:28][CH:27]=1)([CH3:46])([CH3:32])[CH3:31]. The yield is 0.540. (2) The reactants are [I:1][C:2]1[CH:24]=[CH:23][C:5]([O:6][C:7]2[CH:8]=[C:9]([CH:13]=[C:14]([S:16][C:17]3[N:18]([CH3:22])[CH:19]=[CH:20][N:21]=3)[CH:15]=2)[C:10]([OH:12])=[O:11])=[CH:4][CH:3]=1.[C:25]([O-])([O-])=O.[K+].[K+].IC.CN(C=O)C. The catalyst is CCOCC. The product is [CH3:25][O:11][C:10](=[O:12])[C:9]1[CH:13]=[C:14]([S:16][C:17]2[N:18]([CH3:22])[CH:19]=[CH:20][N:21]=2)[CH:15]=[C:7]([O:6][C:5]2[CH:23]=[CH:24][C:2]([I:1])=[CH:3][CH:4]=2)[CH:8]=1. The yield is 0.910. (3) The reactants are [C:1]1([C:31]2[CH:36]=[CH:35][CH:34]=[CH:33][CH:32]=2)[CH:6]=[CH:5][CH:4]=[C:3]([C:7]2[N:30]=[C:10]3[N:11]=[C:12]([CH3:29])[C:13]([C:23](=[O:28])[C:24]([O:26][CH3:27])=[O:25])=[C:14]([N:15]4[CH2:20][CH2:19][C:18]([CH3:22])([CH3:21])[CH2:17][CH2:16]4)[N:9]3[N:8]=2)[CH:2]=1.CB1N2CCC[C@@H]2C(C2C=CC=CC=2)(C2C=CC=CC=2)O1.C1(C)C=CC=CC=1.C1COCC1. The catalyst is C1(C)C=CC=CC=1.CCOC(C)=O.C([O-])([O-])=O.[Na+].[Na+]. The product is [C:1]1([C:31]2[CH:32]=[CH:33][CH:34]=[CH:35][CH:36]=2)[CH:6]=[CH:5][CH:4]=[C:3]([C:7]2[N:30]=[C:10]3[N:11]=[C:12]([CH3:29])[C:13]([C@H:23]([OH:28])[C:24]([O:26][CH3:27])=[O:25])=[C:14]([N:15]4[CH2:16][CH2:17][C:18]([CH3:22])([CH3:21])[CH2:19][CH2:20]4)[N:9]3[N:8]=2)[CH:2]=1. The yield is 0.920. (4) The reactants are [C:1]([C:3]1[CH:8]=[CH:7][C:6]([C@@H:9]2[C:14]([C:15]([O:17]CC=C)=[O:16])=[C:13]([CH3:21])[N:12]([C:22]3[CH:27]=[CH:26][CH:25]=[C:24]([C:28]([F:31])([F:30])[F:29])[CH:23]=3)[C:11](=[O:32])[N:10]2[S:33]([CH3:36])(=[O:35])=[O:34])=[C:5]([S:37]([CH3:40])(=[O:39])=[O:38])[CH:4]=1)#[N:2].N1CCOCC1. The catalyst is C1COCC1.C1C=CC([P]([Pd]([P](C2C=CC=CC=2)(C2C=CC=CC=2)C2C=CC=CC=2)([P](C2C=CC=CC=2)(C2C=CC=CC=2)C2C=CC=CC=2)[P](C2C=CC=CC=2)(C2C=CC=CC=2)C2C=CC=CC=2)(C2C=CC=CC=2)C2C=CC=CC=2)=CC=1. The product is [C:1]([C:3]1[CH:8]=[CH:7][C:6]([C@@H:9]2[C:14]([C:15]([OH:17])=[O:16])=[C:13]([CH3:21])[N:12]([C:22]3[CH:27]=[CH:26][CH:25]=[C:24]([C:28]([F:30])([F:31])[F:29])[CH:23]=3)[C:11](=[O:32])[N:10]2[S:33]([CH3:36])(=[O:34])=[O:35])=[C:5]([S:37]([CH3:40])(=[O:38])=[O:39])[CH:4]=1)#[N:2]. The yield is 0.700. (5) The reactants are [CH2:1]([O:3][C:4](=[O:28])[C:5]1[CH:10]=[CH:9][C:8]([C:11]#[C:12][C:13]2[CH:14]=[C:15]3[C:20](=[CH:21][CH:22]=2)N(C2CC2)CCC3(C)C)=[CH:7][CH:6]=1)[CH3:2].[CH2:29]([O:31][C:32](=O)[C:33]1[CH:38]=CC(I)=CC=1)C. The catalyst is C(N(CC)CC)C.[Cu]I.Cl[Pd](Cl)([P](C1C=CC=CC=1)(C1C=CC=CC=1)C1C=CC=CC=1)[P](C1C=CC=CC=1)(C1C=CC=CC=1)C1C=CC=CC=1. The product is [CH3:29][O:31][C:32]1([C:20]2[CH:15]=[CH:14][C:13]([C:12]#[C:11][C:8]3[CH:9]=[CH:10][C:5]([C:4]([O:3][CH2:1][CH3:2])=[O:28])=[CH:6][CH:7]=3)=[CH:22][CH:21]=2)[CH2:33][CH2:38]1. The yield is 0.900. (6) The reactants are [C:1]([NH:11][C@H:12]([C:15]([OH:17])=[O:16])[CH2:13]Cl)([O:3][CH2:4][C:5]1[CH:10]=[CH:9][CH:8]=[CH:7][CH:6]=1)=[O:2].C(=O)([O-])[O-].[Na+].[Na+].[C:24]1([SH:30])[CH:29]=[CH:28][CH:27]=[CH:26][CH:25]=1.Cl. The catalyst is O. The product is [C:1]([NH:11][C@H:12]([C:15]([OH:17])=[O:16])[CH2:13][S:30][C:24]1[CH:29]=[CH:28][CH:27]=[CH:26][CH:25]=1)([O:3][CH2:4][C:5]1[CH:10]=[CH:9][CH:8]=[CH:7][CH:6]=1)=[O:2]. The yield is 0.810. (7) The reactants are [F:1][C:2]1[CH:3]=[CH:4][C:5]([O:20][CH3:21])=[C:6]([C:8]([CH3:19])([CH3:18])[CH2:9][C:10]([C:14]([F:17])([F:16])[F:15])([OH:13])CO)[CH:7]=1.I([O-])(=O)(=O)=O.[Na+]. The catalyst is CO.CCOCC. The product is [F:17][C:14]([F:15])([F:16])[C:10](=[O:13])[CH2:9][C:8]([C:6]1[CH:7]=[C:2]([F:1])[CH:3]=[CH:4][C:5]=1[O:20][CH3:21])([CH3:19])[CH3:18]. The yield is 0.870. (8) The reactants are O1CCOCC1.[CH2:7]([C:9]1[CH:10]=[CH:11][C:12]([CH:15]=[CH2:16])=[N:13][CH:14]=1)[CH3:8].[Br:17]N1C(=O)CCC1=O.[OH2:25]. No catalyst specified. The product is [Br:17][CH2:16][CH:15]([C:12]1[CH:11]=[CH:10][C:9]([CH2:7][CH3:8])=[CH:14][N:13]=1)[OH:25]. The yield is 0.850. (9) The reactants are [F:1][C:2]1[CH:3]=[C:4]([CH:8]=[C:9]([Br:11])[CH:10]=1)[CH:5]=[N:6]O. The catalyst is C(#N)C.C([O-])(=O)C.[Cu+2].C([O-])(=O)C. The product is [F:1][C:2]1[CH:3]=[C:4]([CH:8]=[C:9]([Br:11])[CH:10]=1)[C:5]#[N:6]. The yield is 0.890. (10) The product is [Cl:8][C:7]1[C:2]2[N:18]([C:12]3[CH:17]=[CH:16][CH:15]=[CH:14][CH:13]=3)[C:19]([CH3:20])=[N:9][C:3]=2[CH:4]=[CH:5][CH:6]=1. The reactants are Cl[C:2]1[C:7]([Cl:8])=[CH:6][CH:5]=[CH:4][C:3]=1[N+:9]([O-])=O.[C:12]1([NH:18][C:19](=O)[CH3:20])[CH:17]=[CH:16][CH:15]=[CH:14][CH:13]=1. The yield is 0.670. No catalyst specified.